Dataset: NCI-60 drug combinations with 297,098 pairs across 59 cell lines. Task: Regression. Given two drug SMILES strings and cell line genomic features, predict the synergy score measuring deviation from expected non-interaction effect. (1) Drug 1: CNC(=O)C1=NC=CC(=C1)OC2=CC=C(C=C2)NC(=O)NC3=CC(=C(C=C3)Cl)C(F)(F)F. Drug 2: C1CCC(C(C1)N)N.C(=O)(C(=O)[O-])[O-].[Pt+4]. Cell line: HL-60(TB). Synergy scores: CSS=25.4, Synergy_ZIP=-0.742, Synergy_Bliss=-2.21, Synergy_Loewe=-40.2, Synergy_HSA=-0.531. (2) Drug 1: CS(=O)(=O)C1=CC(=C(C=C1)C(=O)NC2=CC(=C(C=C2)Cl)C3=CC=CC=N3)Cl. Drug 2: CC1=CC=C(C=C1)C2=CC(=NN2C3=CC=C(C=C3)S(=O)(=O)N)C(F)(F)F. Cell line: HCT-15. Synergy scores: CSS=8.34, Synergy_ZIP=-3.06, Synergy_Bliss=-1.18, Synergy_Loewe=-2.54, Synergy_HSA=-1.16.